Dataset: Forward reaction prediction with 1.9M reactions from USPTO patents (1976-2016). Task: Predict the product of the given reaction. (1) Given the reactants [H-].[Al+3].[Li+].[H-].[H-].[H-].C[O:8][C:9]([C:11]1[N:12]([CH3:23])[C:13]2[C:18]([CH:19]=1)=[C:17]([NH2:20])[C:16]([O:21][CH3:22])=[CH:15][CH:14]=2)=O, predict the reaction product. The product is: [NH2:20][C:17]1[C:16]([O:21][CH3:22])=[CH:15][CH:14]=[C:13]2[C:18]=1[CH:19]=[C:11]([CH2:9][OH:8])[N:12]2[CH3:23]. (2) The product is: [CH3:28][N:25]1[CH2:26][CH2:27][N:22]([C:20]2[CH:21]=[C:16]3[C:17]([NH:29][C:3](=[O:4])[C:5]4[N:6]3[CH:7]=[C:8]([C:10]3[CH:11]=[CH:12][CH:13]=[CH:14][CH:15]=3)[CH:9]=4)=[CH:18][CH:19]=2)[CH2:23][CH2:24]1. Given the reactants CO[C:3]([C:5]1[N:6]([C:16]2[CH:21]=[C:20]([N:22]3[CH2:27][CH2:26][N:25]([CH3:28])[CH2:24][CH2:23]3)[CH:19]=[CH:18][C:17]=2[N+:29]([O-])=O)[CH:7]=[C:8]([C:10]2[CH:15]=[CH:14][CH:13]=[CH:12][CH:11]=2)[CH:9]=1)=[O:4], predict the reaction product. (3) Given the reactants [CH2:1]([NH:4][C:5](=[O:13])[C:6]1[CH:11]=[CH:10][CH:9]=[C:8](Br)[CH:7]=1)[CH2:2][CH3:3].[C:14]1(B(O)O)[CH:19]=[CH:18][CH:17]=[CH:16][CH:15]=1, predict the reaction product. The product is: [CH2:1]([NH:4][C:5](=[O:13])[C:6]1[CH:11]=[CH:10][CH:9]=[C:8]([C:14]2[CH:19]=[CH:18][CH:17]=[CH:16][CH:15]=2)[CH:7]=1)[CH2:2][CH3:3]. (4) Given the reactants [OH:1][CH2:2][C:3]([NH:24]C(=O)C)([CH2:22][OH:23])[CH:4]1[CH2:13][CH2:12][C:11]2[C:6](=[CH:7][CH:8]=[C:9]([CH2:14][CH2:15][CH2:16][CH2:17][CH2:18][CH2:19][CH2:20][CH3:21])[CH:10]=2)[CH2:5]1.[OH-].[Li+].OCC(NC(=O)C)C1CCC2C(=CC=C(CCCCCCCC)C=2)C1, predict the reaction product. The product is: [NH2:24][C:3]([CH:4]1[CH2:13][CH2:12][C:11]2[C:6](=[CH:7][CH:8]=[C:9]([CH2:14][CH2:15][CH2:16][CH2:17][CH2:18][CH2:19][CH2:20][CH3:21])[CH:10]=2)[CH2:5]1)([CH2:22][OH:23])[CH2:2][OH:1]. (5) Given the reactants [NH2:1][C:2]1[CH:3]=[C:4]2[C:12](=[CH:13][CH:14]=1)[N:11]([CH2:15][C:16]1[CH:21]=[CH:20][CH:19]=[C:18]([Cl:22])[CH:17]=1)[C:10]1[CH:9]=[N:8][C:7]([C:23](OCC)=[O:24])=[CH:6][C:5]2=1.[OH-:28].[Na+].[NH2:30]O, predict the reaction product. The product is: [NH2:1][C:2]1[CH:3]=[C:4]2[C:12](=[CH:13][CH:14]=1)[N:11]([CH2:15][C:16]1[CH:21]=[CH:20][CH:19]=[C:18]([Cl:22])[CH:17]=1)[C:10]1[CH:9]=[N:8][C:7]([C:23]([NH:30][OH:28])=[O:24])=[CH:6][C:5]2=1. (6) Given the reactants C(O[C:9](=[O:38])[CH:10]([NH:30][C:31]([O:33][C:34]([CH3:37])([CH3:36])[CH3:35])=[O:32])[CH2:11][C:12]1[C:20]2[C:15](=[CH:16][CH:17]=[CH:18][CH:19]=2)[N:14]([CH2:21][C:22]2[CH:27]=[CH:26][C:25]([F:28])=[C:24]([F:29])[CH:23]=2)[CH:13]=1)C1C=CC=CC=1.[OH-].[Na+].CCN=C=NCCCN(C)C.Cl.[C:53]([O:72][NH2:73])([C:66]1[CH:71]=[CH:70][CH:69]=[CH:68][CH:67]=1)([C:60]1[CH:65]=[CH:64][CH:63]=[CH:62][CH:61]=1)[C:54]1[CH:59]=[CH:58][CH:57]=[CH:56][CH:55]=1, predict the reaction product. The product is: [C:34]([O:33][C:31]([NH:30][CH:10]([CH2:11][C:12]1[C:20]2[C:15](=[CH:16][CH:17]=[CH:18][CH:19]=2)[N:14]([CH2:21][C:22]2[CH:27]=[CH:26][C:25]([F:28])=[C:24]([F:29])[CH:23]=2)[CH:13]=1)[C:9]([NH:73][O:72][C:53]([C:54]1[CH:59]=[CH:58][CH:57]=[CH:56][CH:55]=1)([C:66]1[CH:67]=[CH:68][CH:69]=[CH:70][CH:71]=1)[C:60]1[CH:61]=[CH:62][CH:63]=[CH:64][CH:65]=1)=[O:38])=[O:32])([CH3:37])([CH3:36])[CH3:35]. (7) Given the reactants ClC(OCC(C)C)=[O:3].[C:9]([N:16]([CH2:18][C:19]([OH:21])=[O:20])[CH3:17])([O:11][C:12]([CH3:15])([CH3:14])[CH3:13])=[O:10].CN1CCOCC1.[CH2:29]([NH2:39])[C:30]1[CH:38]=[CH:37][C:36]2[O:35][CH2:34][O:33][C:32]=2[CH:31]=1, predict the reaction product. The product is: [C:29]([NH2:39])(=[O:3])[C:30]1[CH:38]=[CH:37][C:36]2[O:35][CH2:34][O:33][C:32]=2[CH:31]=1.[C:9]([N:16]([CH2:18][C:19]([OH:21])=[O:20])[CH3:17])([O:11][C:12]([CH3:14])([CH3:15])[CH3:13])=[O:10].